Task: Predict the reactants needed to synthesize the given product.. Dataset: Full USPTO retrosynthesis dataset with 1.9M reactions from patents (1976-2016) (1) Given the product [CH:1]([C:4]1[CH:5]=[C:6]2[C:11](=[C:12]([C:21]3[CH:20]=[CH:19][CH:18]=[C:17]([CH2:16][OH:15])[CH:22]=3)[CH:13]=1)[N:10]=[CH:9][CH:8]=[CH:7]2)([CH3:3])[CH3:2], predict the reactants needed to synthesize it. The reactants are: [CH:1]([C:4]1[CH:5]=[C:6]2[C:11](=[C:12](Br)[CH:13]=1)[N:10]=[CH:9][CH:8]=[CH:7]2)([CH3:3])[CH3:2].[OH:15][CH2:16][C:17]1[CH:18]=[C:19](B(O)O)[CH:20]=[CH:21][CH:22]=1.C([O-])([O-])=O.[Na+].[Na+]. (2) Given the product [Cl:18][C:6]1[CH:5]=[C:4]([N:19]2[CH:23]=[N:22][C:21]([C:24]([NH:26][CH2:27][C:28]3[CH:33]=[CH:32][C:31]([O:34][C:41]4[CH:40]=[CH:39][C:38]([O:37][C:36]([F:35])([F:47])[F:48])=[CH:43][CH:42]=4)=[CH:30][CH:29]=3)=[O:25])=[N:20]2)[CH:3]=[C:2]([Cl:1])[C:7]=1[OH:8], predict the reactants needed to synthesize it. The reactants are: [Cl:1][C:2]1[CH:3]=[C:4]([N:19]2[CH:23]=[N:22][C:21]([C:24]([NH:26][CH2:27][C:28]3[CH:33]=[CH:32][C:31]([OH:34])=[CH:30][CH:29]=3)=[O:25])=[N:20]2)[CH:5]=[C:6]([Cl:18])[C:7]=1[O:8]CC1C=CC(OC)=CC=1.[F:35][C:36]([F:48])([F:47])[O:37][C:38]1[CH:43]=[CH:42][C:41](B(O)O)=[CH:40][CH:39]=1.N1C=CC=CC=1. (3) Given the product [CH:24]([C:27]1[CH:32]=[CH:31][CH:30]=[CH:29][C:28]=1[NH:33][C:34]([NH:19][C:18]1[CH:20]=[CH:21][C:15]([C:12]2[N:13]=[CH:14][N:10]([C:7]3[CH:6]=[CH:5][C:4]([O:3][C:2]([F:1])([F:22])[F:23])=[CH:9][CH:8]=3)[N:11]=2)=[CH:16][CH:17]=1)=[S:35])([CH3:26])[CH3:25], predict the reactants needed to synthesize it. The reactants are: [F:1][C:2]([F:23])([F:22])[O:3][C:4]1[CH:9]=[CH:8][C:7]([N:10]2[CH:14]=[N:13][C:12]([C:15]3[CH:21]=[CH:20][C:18]([NH2:19])=[CH:17][CH:16]=3)=[N:11]2)=[CH:6][CH:5]=1.[CH:24]([C:27]1[CH:32]=[CH:31][CH:30]=[CH:29][C:28]=1[N:33]=[C:34]=[S:35])([CH3:26])[CH3:25]. (4) Given the product [F:43][C:44]([F:49])([F:48])[C:45]([OH:47])=[O:46].[C:1]([S:4][CH:5]1[CH2:10][CH2:9][NH:8][CH2:7]/[C:6]/1=[CH:30]\[C:31]1[N:32]([C:36]([O:38][C:39]([CH3:42])([CH3:41])[CH3:40])=[O:37])[CH:33]=[CH:34][N:35]=1)(=[O:3])[CH3:2], predict the reactants needed to synthesize it. The reactants are: [C:1]([S:4][CH:5]1[CH2:10][CH2:9][N:8](C(C2C=CC=CC=2)(C2C=CC=CC=2)C2C=CC=CC=2)[CH2:7]/[C:6]/1=[CH:30]\[C:31]1[N:32]([C:36]([O:38][C:39]([CH3:42])([CH3:41])[CH3:40])=[O:37])[CH:33]=[CH:34][N:35]=1)(=[O:3])[CH3:2].[F:43][C:44]([F:49])([F:48])[C:45]([OH:47])=[O:46].